Dataset: Catalyst prediction with 721,799 reactions and 888 catalyst types from USPTO. Task: Predict which catalyst facilitates the given reaction. (1) Reactant: [CH2:1]([O:8][CH2:9][C@@H:10]1[CH2:14][CH2:13][S:12](=[O:16])(=[O:15])[N:11]1[C:17]1[CH:22]=[CH:21][C:20]([C:23]([N:25]2[CH2:30][CH2:29][N:28]([C:31]3[C:36]([CH3:37])=[CH:35][C:34]([CH3:38])=[CH:33][N:32]=3)[CH2:27][CH2:26]2)=[O:24])=[CH:19][CH:18]=1)[C:2]1[CH:7]=[CH:6][CH:5]=[CH:4][CH:3]=1.[ClH:39].C(OCC)(=O)C. Product: [ClH:39].[CH2:1]([O:8][CH2:9][C@@H:10]1[CH2:14][CH2:13][S:12](=[O:15])(=[O:16])[N:11]1[C:17]1[CH:22]=[CH:21][C:20]([C:23]([N:25]2[CH2:26][CH2:27][N:28]([C:31]3[C:36]([CH3:37])=[CH:35][C:34]([CH3:38])=[CH:33][N:32]=3)[CH2:29][CH2:30]2)=[O:24])=[CH:19][CH:18]=1)[C:2]1[CH:3]=[CH:4][CH:5]=[CH:6][CH:7]=1. The catalyst class is: 13. (2) Reactant: [CH3:1][N:2]1[C@@H:19]2[CH2:20][C:7]3[CH:8]=[CH:9][C:10]([O:22][CH3:23])=[C:11]4[O:12][C@H:13]5[C:14]([CH2:16][CH2:17][C@:18]2([OH:21])[C@:5]5([C:6]=34)[CH2:4][CH2:3]1)=[O:15].C(O)C.[ClH:27].N. Product: [CH3:1][N:2]1[C@@H:19]2[CH2:20][C:7]3[CH:8]=[CH:9][C:10]([O:22][CH3:23])=[C:11]4[O:12][C@H:13]5[C:14]([CH2:16][CH2:17][C@:18]2([OH:21])[C@:5]5([C:6]=34)[CH2:4][CH2:3]1)=[O:15].[ClH:27]. The catalyst class is: 386.